The task is: Predict the reactants needed to synthesize the given product.. This data is from Full USPTO retrosynthesis dataset with 1.9M reactions from patents (1976-2016). Given the product [CH:42]([NH:41][C:39]1[CH:40]=[C:35]([CH:33]([OH:34])[CH2:32][NH:31][CH2:6][CH2:7][O:8][C:9]2[CH:10]=[CH:11][C:12]([C:15]3[CH:20]=[CH:19][C:18]([C:21]([O:23][CH2:24][C:25]4[CH:30]=[CH:29][CH:28]=[CH:27][CH:26]=4)=[O:22])=[CH:17][CH:16]=3)=[CH:13][CH:14]=2)[CH:36]=[CH:37][C:38]=1[OH:44])=[O:43], predict the reactants needed to synthesize it. The reactants are: CS(O[CH2:6][CH2:7][O:8][C:9]1[CH:14]=[CH:13][C:12]([C:15]2[CH:20]=[CH:19][C:18]([C:21]([O:23][CH2:24][C:25]3[CH:30]=[CH:29][CH:28]=[CH:27][CH:26]=3)=[O:22])=[CH:17][CH:16]=2)=[CH:11][CH:10]=1)(=O)=O.[NH2:31][CH2:32][CH:33]([C:35]1[CH:36]=[CH:37][C:38]([OH:44])=[C:39]([NH:41][CH:42]=[O:43])[CH:40]=1)[OH:34].O.C(OCC)(=O)C.